This data is from Forward reaction prediction with 1.9M reactions from USPTO patents (1976-2016). The task is: Predict the product of the given reaction. (1) Given the reactants O[Li].O.[Br:4][C:5]1[CH:6]=[CH:7][C:8]2[N:9]([CH2:19][CH:20]3[O:24]C(=O)[N:22]([C:26]4[CH:31]=[CH:30][CH:29]=[CH:28][N:27]=4)[CH2:21]3)[C:10]3[C:15]([C:16]=2[CH:17]=1)=[CH:14][C:13]([Br:18])=[CH:12][CH:11]=3.O, predict the reaction product. The product is: [Br:18][C:13]1[CH:12]=[CH:11][C:10]2[N:9]([CH2:19][CH:20]([OH:24])[CH2:21][NH:22][C:26]3[CH:31]=[CH:30][CH:29]=[CH:28][N:27]=3)[C:8]3[C:16]([C:15]=2[CH:14]=1)=[CH:17][C:5]([Br:4])=[CH:6][CH:7]=3. (2) The product is: [I:15][CH2:2][CH2:3][CH2:4][CH2:5][B:6]1[O:10][C:9]([CH3:12])([CH3:11])[C:8]([CH3:14])([CH3:13])[O:7]1. Given the reactants Br[CH2:2][CH2:3][CH2:4][CH2:5][B:6]1[O:10][C:9]([CH3:12])([CH3:11])[C:8]([CH3:14])([CH3:13])[O:7]1.[I-:15].[Na+], predict the reaction product. (3) The product is: [Br:8][C:5]1[CH:6]=[CH:7][C:2]([C:20]2[CH:19]=[CH:18][C:17]3[C:22](=[CH:23][CH:24]=[C:15]([O:14][Si:13]([C:9]([CH3:12])([CH3:11])[CH3:10])([CH3:28])[CH3:29])[CH:16]=3)[CH:21]=2)=[N:3][CH:4]=1. Given the reactants Br[C:2]1[CH:7]=[CH:6][C:5]([Br:8])=[CH:4][N:3]=1.[C:9]([Si:13]([CH3:29])([CH3:28])[O:14][C:15]1[CH:16]=[C:17]2[C:22](=[CH:23][CH:24]=1)[CH:21]=[C:20](B(O)O)[CH:19]=[CH:18]2)([CH3:12])([CH3:11])[CH3:10].C(O)C.C([O-])([O-])=O.[Na+].[Na+], predict the reaction product. (4) Given the reactants Cl.[CH2:2]([O:4][C:5]([C@@H:7]1[CH2:12][O:11][CH2:10][CH2:9][NH:8]1)=[O:6])[CH3:3].[CH2:13](Br)[C:14]#[CH:15].C(=O)([O-])[O-].[K+].[K+], predict the reaction product. The product is: [CH2:2]([O:4][C:5]([C@@H:7]1[CH2:12][O:11][CH2:10][CH2:9][N:8]1[CH2:15][C:14]#[CH:13])=[O:6])[CH3:3]. (5) Given the reactants Br[C:2]1[C:10]([CH3:11])=NC2N(N=CN=2)[C:3]=1O.[OH-].[Na+].C1[C@H](N[C@H:22]2[C@H:27](O)[C@@H:26](O)[C@@H:25]([O:30][C@@H:31]([C@H:36]([OH:41])[C@@H:37]([OH:40])C=O)[C@H](O)CO)[O:24][C@@H:23]2[CH2:42]O)[C@H](O)[C@@H](O)[C@H](O)C=1CO.B(O)(O)O, predict the reaction product. The product is: [CH3:11][CH2:10][CH2:2][CH2:3][CH2:42][CH2:23][CH2:22][CH2:27][CH2:26][CH2:25][CH2:42][CH2:23][CH2:22][CH2:27][CH2:26][C:25]([O:30][CH2:31][CH:36]([OH:41])[CH2:37][OH:40])=[O:24]. (6) Given the reactants [NH2:1][C:2]1[C:3]2[N:4]([C:8]([C@H:12]3[CH2:17][N:16]4[C:18](=[O:22])[O:19][C@H:20]([CH3:21])[C@@H:15]4[CH2:14][CH2:13]3)=[N:9][C:10]=2Br)[CH:5]=[CH:6][N:7]=1.[CH3:23][O:24][C:25]1[CH:26]=[C:27]([CH:41]=[CH:42][C:43]=1B1OC(C)(C)C(C)(C)O1)[C:28]([NH:30][C:31]1[CH:36]=[C:35]([C:37]([F:40])([F:39])[F:38])[CH:34]=[CH:33][N:32]=1)=[O:29].C([O-])([O-])=O.[K+].[K+].O, predict the reaction product. The product is: [NH2:1][C:2]1[C:3]2[N:4]([C:8]([C@H:12]3[CH2:17][N:16]4[C:18](=[O:22])[O:19][C@H:20]([CH3:21])[C@@H:15]4[CH2:14][CH2:13]3)=[N:9][C:10]=2[C:43]2[CH:42]=[CH:41][C:27]([C:28]([NH:30][C:31]3[CH:36]=[C:35]([C:37]([F:40])([F:38])[F:39])[CH:34]=[CH:33][N:32]=3)=[O:29])=[CH:26][C:25]=2[O:24][CH3:23])[CH:5]=[CH:6][N:7]=1. (7) Given the reactants [CH2:1]([O:3][CH2:4][C:5]([OH:7])=O)[CH3:2].C(Cl)(=O)C(Cl)=O.CN(C=O)C.[NH2:19][C:20]1[CH:28]=[CH:27][CH:26]=[C:25]2[C:21]=1[C:22](=[O:38])[N:23]([CH:30]1[CH2:35][CH2:34][C:33](=[O:36])[NH:32][C:31]1=[O:37])[C:24]2=[O:29], predict the reaction product. The product is: [O:37]=[C:31]1[CH:30]([N:23]2[C:22](=[O:38])[C:21]3[C:25](=[CH:26][CH:27]=[CH:28][C:20]=3[NH:19][C:5](=[O:7])[CH2:4][O:3][CH2:1][CH3:2])[C:24]2=[O:29])[CH2:35][CH2:34][C:33](=[O:36])[NH:32]1.